From a dataset of Forward reaction prediction with 1.9M reactions from USPTO patents (1976-2016). Predict the product of the given reaction. (1) Given the reactants [CH3:1][O:2][C:3]1[CH:4]=[C:5]([CH:22]=[CH:23][C:24]=1[O:25][CH3:26])[C:6]1[O:7][C:8]2[C:13]([C:14](=[O:16])[CH:15]=1)=[CH:12][CH:11]=[C:10]([O:17][CH2:18][CH:19]1[O:21][CH2:20]1)[CH:9]=2.[C:27]1([N:33]2[CH2:38][CH2:37][NH:36][CH2:35][CH2:34]2)[CH:32]=[CH:31][CH:30]=[CH:29][CH:28]=1, predict the reaction product. The product is: [CH3:1][O:2][C:3]1[CH:4]=[C:5]([CH:22]=[CH:23][C:24]=1[O:25][CH3:26])[C:6]1[O:7][C:8]2[C:13]([C:14](=[O:16])[CH:15]=1)=[CH:12][CH:11]=[C:10]([O:17][CH2:18][CH:19]([OH:21])[CH2:20][N:36]1[CH2:37][CH2:38][N:33]([C:27]3[CH:32]=[CH:31][CH:30]=[CH:29][CH:28]=3)[CH2:34][CH2:35]1)[CH:9]=2. (2) The product is: [CH3:5][O:6][C:7](=[O:16])[C:8]1[CH:14]=[C:13]([I:15])[CH:12]=[CH:11][C:9]=1[O:10][C:35]([CH3:30])([CH3:1])[C:34]#[CH:33]. Given the reactants [C:1](CO)#C.[CH3:5][O:6][C:7](=[O:16])[C:8]1[C:9](=[CH:11][CH:12]=[C:13]([I:15])[CH:14]=1)[OH:10].[CH:34]1[CH:33]=CC(P([C:30]2[CH:35]=[CH:34][CH:33]=CC=2)[C:34]2[CH:33]=CC=[CH:30][CH:35]=2)=[CH:30][CH:35]=1.N(C(OC(C)C)=O)=NC(OC(C)C)=O, predict the reaction product. (3) Given the reactants Cl.[S:2]1[CH:6]=[N:5][N:4]=[C:3]1[C:7](=[NH:9])[NH2:8].[Cl:10][C:11]1[CH:18]=[C:17]([F:19])[CH:16]=[CH:15][C:12]=1[CH:13]=O.O=[C:21]([CH3:28])[CH2:22][C:23]([O:25][CH2:26][CH3:27])=[O:24], predict the reaction product. The product is: [Cl:10][C:11]1[CH:18]=[C:17]([F:19])[CH:16]=[CH:15][C:12]=1[CH:13]1[C:22]([C:23]([O:25][CH2:26][CH3:27])=[O:24])=[C:21]([CH3:28])[NH:8][C:7]([C:3]2[S:2][CH:6]=[N:5][N:4]=2)=[N:9]1. (4) Given the reactants [OH:1][C:2]1[CH:3]=[C:4]([CH:9]=[CH:10][C:11]=1[O:12][CH3:13])[C:5]([O:7][CH3:8])=[O:6].Br[CH2:15][CH2:16][CH2:17][OH:18].C([O-])([O-])=O.[K+].[K+].CCCCCC.CCOC(C)=O, predict the reaction product. The product is: [CH3:8][O:7][C:5](=[O:6])[C:4]1[CH:9]=[CH:10][C:11]([O:12][CH3:13])=[C:2]([O:1][CH2:15][CH2:16][CH2:17][OH:18])[CH:3]=1.